This data is from Full USPTO retrosynthesis dataset with 1.9M reactions from patents (1976-2016). The task is: Predict the reactants needed to synthesize the given product. (1) Given the product [Br:1][C:2]1[CH:9]=[CH:8][CH:7]=[C:6]([Br:10])[C:3]=1[CH:4]1[O:14][CH2:11][CH2:12][CH2:13][O:5]1, predict the reactants needed to synthesize it. The reactants are: [Br:1][C:2]1[CH:9]=[CH:8][CH:7]=[C:6]([Br:10])[C:3]=1[CH:4]=[O:5].[CH:11](O)([OH:14])[CH2:12][CH3:13].C(OC(OCC)OCC)C.[OH-].[Na+]. (2) Given the product [Cl:1][C:2]1[CH:7]=[CH:6][C:5]([C:8]2[C:9]([C:17]3[CH:22]=[CH:21][C:20]([Cl:23])=[CH:19][C:18]=3[Cl:24])=[N:10][C:11]([C:14]([Cl:27])=[O:16])=[N:12][CH:13]=2)=[CH:4][CH:3]=1, predict the reactants needed to synthesize it. The reactants are: [Cl:1][C:2]1[CH:7]=[CH:6][C:5]([C:8]2[C:9]([C:17]3[CH:22]=[CH:21][C:20]([Cl:23])=[CH:19][C:18]=3[Cl:24])=[N:10][C:11]([C:14]([OH:16])=O)=[N:12][CH:13]=2)=[CH:4][CH:3]=1.S(Cl)([Cl:27])=O. (3) Given the product [Cl:21][C:22]1[N:23]=[CH:24][NH:25][C:26]=1[C:27]([NH:1][CH2:2][C:3]1[CH:8]=[CH:7][C:6]([Cl:9])=[C:5]([O:10][C:11]2[CH:16]=[C:15]([C:17]#[N:18])[CH:14]=[C:13]([Cl:19])[N:12]=2)[C:4]=1[F:20])=[O:28], predict the reactants needed to synthesize it. The reactants are: [NH2:1][CH2:2][C:3]1[C:4]([F:20])=[C:5]([O:10][C:11]2[CH:16]=[C:15]([C:17]#[N:18])[CH:14]=[C:13]([Cl:19])[N:12]=2)[C:6]([Cl:9])=[CH:7][CH:8]=1.[Cl:21][C:22]1[N:23]=[CH:24][N:25](COCC[Si](C)(C)C)[C:26]=1[C:27](O)=[O:28].CCN(C(C)C)C(C)C.CN(C(ON1N=NC2C=CC=NC1=2)=[N+](C)C)C.F[P-](F)(F)(F)(F)F. (4) Given the product [Cl:1][C:2]1[CH:9]=[CH:8][C:5]([C:6]#[N:7])=[C:4]([C:10]2[C:15]([C:16]([F:17])([F:18])[F:19])=[CH:14][NH:13][C:12](=[O:20])[CH:11]=2)[CH:3]=1, predict the reactants needed to synthesize it. The reactants are: [Cl:1][C:2]1[CH:9]=[CH:8][C:5]([C:6]#[N:7])=[C:4]([C:10]2[C:15]([C:16]([F:19])([F:18])[F:17])=[CH:14][N:13]=[C:12]([O:20]C)[CH:11]=2)[CH:3]=1.Cl.[NH+]1C=CC=CC=1. (5) Given the product [C:19]([C:23]1[CH:28]=[CH:27][C:26]([C:29]([NH:34][C:33]2[CH:35]=[CH:36][N:37]=[CH:38][C:32]=2[C:31]([NH:1][C:2]2[CH:7]=[CH:6][C:5]([Cl:8])=[CH:4][N:3]=2)=[O:39])=[O:30])=[C:25]([O:40][CH:41]2[CH2:42][CH2:43][N:44]([C:47]([O:49][C:50]([CH3:53])([CH3:52])[CH3:51])=[O:48])[CH2:45][CH2:46]2)[CH:24]=1)([CH3:22])([CH3:20])[CH3:21], predict the reactants needed to synthesize it. The reactants are: [NH2:1][C:2]1[CH:7]=[CH:6][C:5]([Cl:8])=[CH:4][N:3]=1.C([Mg]Cl)C=C.C(OCC)C.[C:19]([C:23]1[CH:28]=[CH:27][C:26]([C:29]2[O:30][C:31](=[O:39])[C:32]3[CH:38]=[N:37][CH:36]=[CH:35][C:33]=3[N:34]=2)=[C:25]([O:40][CH:41]2[CH2:46][CH2:45][N:44]([C:47]([O:49][C:50]([CH3:53])([CH3:52])[CH3:51])=[O:48])[CH2:43][CH2:42]2)[CH:24]=1)([CH3:22])([CH3:21])[CH3:20]. (6) Given the product [C:45]([NH:44][C:42](=[O:43])[C:41]1[CH:49]=[CH:50][C:38]([C:18]2[CH:17]=[CH:16][C:15]([C@@H:13]([N:9]3[CH2:8][CH2:7][C@:6]([CH2:5][C:2]([C:3]#[N:4])([CH3:36])[CH3:1])([C:30]4[CH:35]=[CH:34][CH:33]=[CH:32][CH:31]=4)[O:11][C:10]3=[O:12])[CH3:14])=[CH:20][CH:19]=2)=[N:39][CH:40]=1)([CH3:48])([CH3:47])[CH3:46], predict the reactants needed to synthesize it. The reactants are: [CH3:1][C:2]([CH3:36])([CH2:5][C@@:6]1([C:30]2[CH:35]=[CH:34][CH:33]=[CH:32][CH:31]=2)[O:11][C:10](=[O:12])[N:9]([C@H:13]([C:15]2[CH:20]=[CH:19][C:18](B3OC(C)(C)C(C)(C)O3)=[CH:17][CH:16]=2)[CH3:14])[CH2:8][CH2:7]1)[C:3]#[N:4].Br[C:38]1[CH:50]=[CH:49][C:41]([C:42]([NH:44][C:45]([CH3:48])([CH3:47])[CH3:46])=[O:43])=[CH:40][N:39]=1. (7) Given the product [Cl:19][C:18]1[C:13]([NH:12][C:2]2[S:3][C:4]3[CH:10]=[CH:9][C:8]([F:11])=[CH:7][C:5]=3[N:6]=2)=[CH:14][C:15]([F:26])=[C:16]([CH2:20][C:21]([O:23][CH2:24][CH3:25])=[O:22])[CH:17]=1, predict the reactants needed to synthesize it. The reactants are: Br[C:2]1[S:3][C:4]2[CH:10]=[CH:9][C:8]([F:11])=[CH:7][C:5]=2[N:6]=1.[NH2:12][C:13]1[C:18]([Cl:19])=[CH:17][C:16]([CH2:20][C:21]([O:23][CH2:24][CH3:25])=[O:22])=[C:15]([F:26])[CH:14]=1.C1(C)C=CC(S([O-])(=O)=O)=CC=1.[NH+]1C=CC=CC=1.